Dataset: Reaction yield outcomes from USPTO patents with 853,638 reactions. Task: Predict the reaction yield, written as a fraction of the theoretical maximum amount of product (1.0 means a 100% yield; for example, 0.34 means a 34% yield). The reactants are I[C:2]1[C:10]2[C:5](=[N:6][CH:7]=[C:8]([CH3:11])[CH:9]=2)[N:4]([Si:12]([CH:19]([CH3:21])[CH3:20])([CH:16]([CH3:18])[CH3:17])[CH:13]([CH3:15])[CH3:14])[CH:3]=1.C([Mg]Cl)(C)C.[C:27]([O:31][C:32](=[O:52])[N:33]([C:43]1[CH:48]=[CH:47][C:46]([CH:49]=[O:50])=[C:45]([F:51])[N:44]=1)[CH2:34][C:35]1[CH:40]=[CH:39][C:38]([O:41][CH3:42])=[CH:37][CH:36]=1)([CH3:30])([CH3:29])[CH3:28]. The catalyst is O1CCCC1. The product is [C:27]([O:31][C:32](=[O:52])[N:33]([C:43]1[CH:48]=[CH:47][C:46]([CH:49]([OH:50])[C:2]2[C:10]3[C:5](=[N:6][CH:7]=[C:8]([CH3:11])[CH:9]=3)[N:4]([Si:12]([CH:19]([CH3:21])[CH3:20])([CH:16]([CH3:18])[CH3:17])[CH:13]([CH3:15])[CH3:14])[CH:3]=2)=[C:45]([F:51])[N:44]=1)[CH2:34][C:35]1[CH:36]=[CH:37][C:38]([O:41][CH3:42])=[CH:39][CH:40]=1)([CH3:30])([CH3:28])[CH3:29]. The yield is 0.738.